This data is from Catalyst prediction with 721,799 reactions and 888 catalyst types from USPTO. The task is: Predict which catalyst facilitates the given reaction. (1) Reactant: C(N(CC)CC)C.O.ON1C2C=CC=CC=2N=N1.[C:19]([O:23][P:24]([O:31][C:32]1[CH:37]=[CH:36][C:35]([C:38]2[CH:43]=[CH:42][C:41]([CH2:44][CH2:45][C@@:46]([CH3:54])([S:50]([CH3:53])(=[O:52])=[O:51])[C:47](O)=[O:48])=[CH:40][CH:39]=2)=[CH:34][CH:33]=1)([O:26][C:27]([CH3:30])([CH3:29])[CH3:28])=[O:25])([CH3:22])([CH3:21])[CH3:20].[O:55]1[CH2:60][CH2:59][CH2:58][CH2:57][CH:56]1[O:61][NH2:62].Cl.CN(C)CCCN=C=NCC. Product: [P:24]([O:31][C:32]1[CH:37]=[CH:36][C:35]([C:38]2[CH:39]=[CH:40][C:41]([CH2:44][CH2:45][C@@:46]([CH3:54])([S:50]([CH3:53])(=[O:52])=[O:51])[C:47](=[O:48])[NH:62][O:61][CH:56]3[CH2:57][CH2:58][CH2:59][CH2:60][O:55]3)=[CH:42][CH:43]=2)=[CH:34][CH:33]=1)([O:26][C:27]([CH3:28])([CH3:29])[CH3:30])([O:23][C:19]([CH3:22])([CH3:20])[CH3:21])=[O:25]. The catalyst class is: 46. (2) Reactant: [Br:1][C:2]1[N:7]=[CH:6][C:5]([CH:8]=[O:9])=[CH:4][CH:3]=1.[CH2:10]([Mg]Cl)[CH3:11]. Product: [Br:1][C:2]1[N:7]=[CH:6][C:5]([CH:8]([OH:9])[CH2:10][CH3:11])=[CH:4][CH:3]=1. The catalyst class is: 683. (3) Reactant: Cl.[F:2][C:3]1[CH:8]=[C:7]([F:9])[CH:6]=[CH:5][C:4]=1[N:10]1[C:14]([N:15]2[N:24]=[C:23]3[C:17]([CH2:18][CH2:19][O:20][C:21]4[CH:28]=[CH:27][C:26]([CH:29]5[CH2:34][CH2:33][NH:32][CH2:31][CH2:30]5)=[CH:25][C:22]=43)=[CH:16]2)=[N:13][CH:12]=[N:11]1.Br[CH2:36][C:37]([NH2:39])=[O:38].C(OCC)(=O)C. Product: [F:2][C:3]1[CH:8]=[C:7]([F:9])[CH:6]=[CH:5][C:4]=1[N:10]1[C:14]([N:15]2[N:24]=[C:23]3[C:17]([CH2:18][CH2:19][O:20][C:21]4[CH:28]=[CH:27][C:26]([CH:29]5[CH2:34][CH2:33][N:32]([CH2:36][C:37]([NH2:39])=[O:38])[CH2:31][CH2:30]5)=[CH:25][C:22]=43)=[CH:16]2)=[N:13][CH:12]=[N:11]1. The catalyst class is: 244. (4) Reactant: [CH3:1][C:2]1[CH:3]=[C:4]([C:26]#[C:27][CH2:28][N:29]2[CH2:34][CH2:33][N:32]([CH3:35])[CH2:31][CH2:30]2)[CH:5]=[C:6]2[C:10]=1[C:9](=[O:11])[N:8]([CH2:12][C:13]1[CH:18]=[CH:17][C:16]([O:19][C:20]3[CH:25]=[CH:24][CH:23]=[CH:22][CH:21]=3)=[CH:15][CH:14]=1)[CH2:7]2.[H][H].C(Cl)(Cl)Cl.CO. Product: [CH3:1][C:2]1[CH:3]=[C:4]([CH2:26][CH2:27][CH2:28][N:29]2[CH2:34][CH2:33][N:32]([CH3:35])[CH2:31][CH2:30]2)[CH:5]=[C:6]2[C:10]=1[C:9](=[O:11])[N:8]([CH2:12][C:13]1[CH:14]=[CH:15][C:16]([O:19][C:20]3[CH:25]=[CH:24][CH:23]=[CH:22][CH:21]=3)=[CH:17][CH:18]=1)[CH2:7]2. The catalyst class is: 178. (5) Product: [CH3:1][O:2][C:3]1[CH:18]=[C:7]([NH:8][CH2:9][C:10]2[CH:11]=[CH:12][C:13]([O:16][CH3:17])=[CH:14][CH:15]=2)[C:6]([NH2:19])=[CH:5][CH:4]=1. The catalyst class is: 150. Reactant: [CH3:1][O:2][C:3]1[CH:4]=[CH:5][C:6]([N+:19]([O-])=O)=[C:7]([CH:18]=1)[NH:8][CH2:9][C:10]1[CH:15]=[CH:14][C:13]([O:16][CH3:17])=[CH:12][CH:11]=1.CC(O)=O.CCO. (6) Reactant: [CH2:1]([OH:13])[CH2:2][CH2:3][CH2:4][CH2:5][CH2:6][CH2:7][CH2:8][CH2:9][CH2:10][CH2:11][CH3:12].C(N(CC)CC)C.[CH3:21][S:22](Cl)(=[O:24])=[O:23]. Product: [CH2:1]([O:13][S:22]([CH3:21])(=[O:24])=[O:23])[CH2:2][CH2:3][CH2:4][CH2:5][CH2:6][CH2:7][CH2:8][CH2:9][CH2:10][CH2:11][CH3:12]. The catalyst class is: 96. (7) Reactant: C[O:2][CH:3]1[O:15][C@H](C)[C@@H](OC(=O)C)[C@H:4]1OC(=O)C.[CH2:17]([O:21][CH2:22][CH2:23]CC)[CH2:18][CH2:19][CH3:20].[C:26]([O:29][C:30](=[O:32])[CH3:31])(=[O:28])C.N1C=CC=CC=1.S(=O)(=O)(O)[OH:40]. Product: [C:30]([O:29][CH:26]1[O:28][C@H:19]([CH3:20])[C@@H:18]([O:15][C:3](=[O:2])[CH3:4])[C@H:17]1[O:21][C:22](=[O:40])[CH3:23])(=[O:32])[CH3:31]. The catalyst class is: 389. (8) Reactant: C([O:3][C:4](=[O:38])[CH2:5][CH2:6][CH2:7][CH2:8][CH2:9][CH2:10][N:11]1[C:15](=[O:16])[CH2:14][CH2:13][C@@H:12]1/[CH:17]=[CH:18]/[CH:19]([C:21]1[CH:26]=[CH:25][CH:24]=[C:23]([C:27]([O:36][CH3:37])([O:34][CH3:35])[C:28]2[CH:33]=[CH:32][CH:31]=[CH:30][CH:29]=2)[CH:22]=1)[OH:20])C. Product: [CH3:35][O:34][C:27]([O:36][CH3:37])([C:28]1[CH:29]=[CH:30][CH:31]=[CH:32][CH:33]=1)[C:23]1[CH:22]=[C:21]([CH:19]([OH:20])/[CH:18]=[CH:17]/[C@H:12]2[CH2:13][CH2:14][C:15](=[O:16])[N:11]2[CH2:10][CH2:9][CH2:8][CH2:7][CH2:6][CH2:5][C:4]([OH:38])=[O:3])[CH:26]=[CH:25][CH:24]=1. The catalyst class is: 5. (9) Reactant: Cl.[N:2]1([CH2:8][CH2:9][CH2:10][C:11]([OH:13])=[O:12])[CH2:7][CH2:6][CH2:5][CH2:4][CH2:3]1.C1N=CN(C(N2C=NC=C2)=O)C=1.[F:26][C:27]1[C:31]([C:32]2[CH:33]=[N:34][C:35]3[C:40]([CH:41]=2)=[CH:39][CH:38]=[CH:37][CH:36]=3)=[N:30][NH:29][C:28]=1[NH2:42]. Product: [CH:11]([OH:13])=[O:12].[F:26][C:27]1[C:31]([C:32]2[CH:33]=[N:34][C:35]3[C:40]([CH:41]=2)=[CH:39][CH:38]=[CH:37][CH:36]=3)=[N:30][NH:29][C:28]=1[NH:42][C:11](=[O:13])[CH2:10][CH2:9][CH2:8][N:2]1[CH2:3][CH2:4][CH2:5][CH2:6][CH2:7]1. The catalyst class is: 26.